Predict the product of the given reaction. From a dataset of Forward reaction prediction with 1.9M reactions from USPTO patents (1976-2016). (1) Given the reactants CC1(C)C(C)(C)OB([C:9]2[C:10]([NH:15]C(=O)OC(C)(C)C)=[N:11][CH:12]=[CH:13][CH:14]=2)O1.Br[C:25]1[S:33][C:28]2[C:29](=[O:32])[NH:30][CH2:31][C:27]=2[CH:26]=1, predict the reaction product. The product is: [NH2:15][C:10]1[C:9]([C:25]2[S:33][C:28]3[C:29](=[O:32])[NH:30][CH2:31][C:27]=3[CH:26]=2)=[CH:14][CH:13]=[CH:12][N:11]=1. (2) Given the reactants Br[CH2:2][C:3]([C:5]1[CH:10]=[CH:9][C:8]([Br:11])=[CH:7][CH:6]=1)=[O:4].N1CCCC1.[NH:17]1[CH2:22][CH2:21][O:20][CH2:19][CH2:18]1, predict the reaction product. The product is: [Br:11][C:8]1[CH:9]=[CH:10][C:5]([C:3](=[O:4])[CH2:2][N:17]2[CH2:22][CH2:21][O:20][CH2:19][CH2:18]2)=[CH:6][CH:7]=1.